Task: Predict the product of the given reaction.. Dataset: Forward reaction prediction with 1.9M reactions from USPTO patents (1976-2016) (1) Given the reactants [F:1][C:2]([F:14])([F:13])[C:3]1[S:7][CH:6]=[N:5][C:4]=1[C:8]([O:10]CC)=[O:9].[OH-].[Na+], predict the reaction product. The product is: [F:14][C:2]([F:1])([F:13])[C:3]1[S:7][CH:6]=[N:5][C:4]=1[C:8]([OH:10])=[O:9]. (2) The product is: [CH3:11][O:12][C:13]1[CH:14]=[CH:15][C:16]([O:21][CH2:22][CH2:23][N:24]2[CH2:29][CH2:28][CH2:27][CH2:26][CH2:25]2)=[C:17]([CH:20]=1)[CH:18]=[C:3]1[C:4]2[C:9](=[CH:8][CH:7]=[CH:6][CH:5]=2)[NH:1][C:2]1=[O:10]. Given the reactants [NH:1]1[C:9]2[C:4](=[CH:5][CH:6]=[CH:7][CH:8]=2)[CH2:3][C:2]1=[O:10].[CH3:11][O:12][C:13]1[CH:14]=[CH:15][C:16]([O:21][CH2:22][CH2:23][N:24]2[CH2:29][CH2:28][CH2:27][CH2:26][CH2:25]2)=[C:17]([CH:20]=1)[CH:18]=O.N1CCCCC1, predict the reaction product. (3) Given the reactants [OH:1][C@@H:2]1[CH2:10][C@@H:9]2[C@@:5]([CH3:13])([CH:6]=[C:7]([CH:11]=[O:12])[CH2:8]2)[C@H:4]([CH3:14])[CH2:3]1.[OH:15]O.[OH-].[Na+], predict the reaction product. The product is: [OH:1][C@H:2]1[CH2:3][C@@H:4]([CH3:14])[C@@:5]2([CH3:13])[C@H:9]([CH2:8][C@:7]3([CH:11]=[O:12])[O:15][C@@H:6]32)[CH2:10]1. (4) The product is: [NH2:6][C:7]1[C:12]([C:13]2[NH:21][C:22]3[CH:23]=[C:24]([C:29]4[CH:30]([CH3:36])[CH2:31][C:32](=[O:35])[NH:33][N:34]=4)[CH:25]=[CH:26][C:27]=3[N:28]=2)=[CH:11][C:10]([C:15]2[CH:16]=[N:17][N:18]([CH3:20])[CH:19]=2)=[CH:9][N:8]=1. Given the reactants S([O-])(O)=O.[Na+].[NH2:6][C:7]1[C:12]([CH:13]=O)=[CH:11][C:10]([C:15]2[CH:16]=[N:17][N:18]([CH3:20])[CH:19]=2)=[CH:9][N:8]=1.[NH2:21][C:22]1[CH:23]=[C:24]([C:29]2[CH:30]([CH3:36])[CH2:31][C:32](=[O:35])[NH:33][N:34]=2)[CH:25]=[CH:26][C:27]=1[NH2:28].O, predict the reaction product. (5) Given the reactants [C:1]([C:4]1[CH:5]=[C:6]([C:21](O)=[O:22])[CH:7]=[C:8]2[C:13]=1[O:12][C:11]([N:14]1[CH2:19][CH2:18][O:17][CH2:16][CH2:15]1)=[CH:10][C:9]2=[O:20])(=[O:3])[CH3:2].CCN(C(C)C)C(C)C.[B-](F)(F)(F)F.CN(C(ON1C(=O)CCC1=O)=[N+](C)C)C.[CH3:53][N:54]([CH3:58])[CH2:55][CH2:56][NH2:57], predict the reaction product. The product is: [C:1]([C:4]1[CH:5]=[C:6]([C:21]([NH:57][CH2:56][CH2:55][N:54]([CH3:58])[CH3:53])=[O:22])[CH:7]=[C:8]2[C:13]=1[O:12][C:11]([N:14]1[CH2:15][CH2:16][O:17][CH2:18][CH2:19]1)=[CH:10][C:9]2=[O:20])(=[O:3])[CH3:2]. (6) The product is: [F:1][C:2]1[CH:3]=[C:4]([C:12]2[C:20]3[CH:19]([OH:21])[CH2:18][CH2:17][C:16]=3[CH:15]=[N:14][CH:13]=2)[CH:5]=[CH:6][C:7]=1[C:8]([F:11])([F:10])[F:9]. Given the reactants [F:1][C:2]1[CH:3]=[C:4]([C:12]2[C:20]3[C:19](=[O:21])[CH2:18][CH2:17][C:16]=3[CH:15]=[N:14][CH:13]=2)[CH:5]=[CH:6][C:7]=1[C:8]([F:11])([F:10])[F:9].[BH4-].[Na+], predict the reaction product. (7) The product is: [C:12]([O:11][C:9](=[O:10])[NH:16][C:17]1[CH:22]=[CH:21][C:20]([OH:23])=[CH:19][C:18]=1[CH3:24])([CH3:13])([CH3:14])[CH3:15]. Given the reactants [C:9](O[C:9]([O:11][C:12]([CH3:15])([CH3:14])[CH3:13])=[O:10])([O:11][C:12]([CH3:15])([CH3:14])[CH3:13])=[O:10].[NH2:16][C:17]1[C:18]([CH3:24])=[CH:19][C:20]([OH:23])=[CH:21][CH:22]=1.C(N(CC)CC)C, predict the reaction product. (8) Given the reactants CN(C=O)C.[CH2:6]([O:13][C@@H:14]1[CH2:19][CH2:18][CH2:17][CH2:16][C@H:15]1[NH:20][C:21]1[CH:28]=[C:27](F)[CH:26]=[CH:25][C:22]=1[C:23]#[N:24])[C:7]1[CH:12]=[CH:11][CH:10]=[CH:9][CH:8]=1.[CH3:30][C:31]1([CH3:45])[CH2:39][C:38]2[NH:37][N:36]=[C:35]([C:40]([F:43])([F:42])[F:41])[C:34]=2[C:33](=[O:44])[CH2:32]1.[H-].[Na+], predict the reaction product. The product is: [CH2:6]([O:13][C@H:14]1[CH2:19][CH2:18][CH2:17][CH2:16][C@@H:15]1[NH:20][C:21]1[CH:28]=[C:27]([N:37]2[C:38]3[CH2:39][C:31]([CH3:45])([CH3:30])[CH2:32][C:33](=[O:44])[C:34]=3[C:35]([C:40]([F:41])([F:43])[F:42])=[N:36]2)[CH:26]=[CH:25][C:22]=1[C:23]#[N:24])[C:7]1[CH:12]=[CH:11][CH:10]=[CH:9][CH:8]=1. (9) Given the reactants [F:1][C:2]([F:36])([F:35])[C:3]1[CH:34]=[CH:33][C:6]2[NH:7][C:8]([C:10]3[CH:11]=[CH:12][C:13]([N:16]4[CH2:21][CH2:20][CH:19]([O:22][C:23]5[CH:24]=[C:25]([C:29]([O:31]C)=[O:30])[CH:26]=[N:27][CH:28]=5)[CH2:18][CH2:17]4)=[N:14][CH:15]=3)=[N:9][C:5]=2[CH:4]=1.O.[OH-].[Li+], predict the reaction product. The product is: [F:36][C:2]([F:1])([F:35])[C:3]1[CH:34]=[CH:33][C:6]2[NH:7][C:8]([C:10]3[CH:11]=[CH:12][C:13]([N:16]4[CH2:17][CH2:18][CH:19]([O:22][C:23]5[CH:24]=[C:25]([C:29]([OH:31])=[O:30])[CH:26]=[N:27][CH:28]=5)[CH2:20][CH2:21]4)=[N:14][CH:15]=3)=[N:9][C:5]=2[CH:4]=1. (10) Given the reactants [CH3:1][O:2][C:3]1[CH:8]=[CH:7][C:6]([S:9]([NH:12][C:13]2[CH:18]=[CH:17][CH:16]=[CH:15][C:14]=2/[CH:19]=[CH:20]/[C:21]2[CH:26]=[CH:25][N:24]=[CH:23][CH:22]=2)(=[O:11])=[O:10])=[CH:5][CH:4]=1.[C:27](Cl)(=[O:35])[O:28][C:29]1[CH:34]=[CH:33][CH:32]=[CH:31][CH:30]=1.C(N(CC)CC)C, predict the reaction product. The product is: [O:28]([C:27]([N:12]([C:13]1[CH:18]=[CH:17][CH:16]=[CH:15][C:14]=1/[CH:19]=[CH:20]/[C:21]1[CH:26]=[CH:25][N:24]=[CH:23][CH:22]=1)[S:9]([C:6]1[CH:5]=[CH:4][C:3]([O:2][CH3:1])=[CH:8][CH:7]=1)(=[O:11])=[O:10])=[O:35])[C:29]1[CH:34]=[CH:33][CH:32]=[CH:31][CH:30]=1.